This data is from Catalyst prediction with 721,799 reactions and 888 catalyst types from USPTO. The task is: Predict which catalyst facilitates the given reaction. (1) Reactant: [Cl:1][C:2]1[CH:3]=[C:4]2[C:8](=[CH:9][C:10]=1[Cl:11])[NH:7][C:6](/[CH:12]=[CH:13]/[CH:14]=[C:15](\[O:20][CH3:21])/[C:16]([O:18]C)=[O:17])=[CH:5]2.[OH-].[K+].O.Cl. Product: [Cl:1][C:2]1[CH:3]=[C:4]2[C:8](=[CH:9][C:10]=1[Cl:11])[NH:7][C:6](/[CH:12]=[CH:13]/[CH:14]=[C:15](\[O:20][CH3:21])/[C:16]([OH:18])=[O:17])=[CH:5]2. The catalyst class is: 88. (2) Reactant: [C:1]([C:3]1[N:8]=[C:7]2[N:9]([CH2:17][C:18]([CH3:21])([CH3:20])[CH3:19])[N:10]([CH2:13][C:14](O)=[O:15])[C:11](=[O:12])[C:6]2=[CH:5][N:4]=1)#[N:2].[CH3:22][N:23]([CH3:27])[CH2:24][CH2:25][NH2:26].ON1C2C=CC=CC=2N=N1.Cl.C(N=C=NCCCN(C)C)C.C(=O)([O-])O.[Na+]. Product: [C:1]([C:3]1[N:8]=[C:7]2[N:9]([CH2:17][C:18]([CH3:21])([CH3:20])[CH3:19])[N:10]([CH2:13][C:14]([NH:26][CH2:25][CH2:24][N:23]([CH3:27])[CH3:22])=[O:15])[C:11](=[O:12])[C:6]2=[CH:5][N:4]=1)#[N:2]. The catalyst class is: 255. (3) Reactant: [C:1]([O:5][C:6]([N:8]1[CH2:13][C@H:12]([CH2:14][O:15][CH3:16])[N:11]([CH2:17][C:18]([N:20]2[C:28]3[CH:27]=[C:26]([C:29]4[CH2:34][CH2:33][CH2:32][CH2:31][CH:30]=4)[N:25]=[CH:24][C:23]=3[C:22]([CH3:36])([CH3:35])[CH2:21]2)=[O:19])[CH2:10][C@H:9]1[CH3:37])=[O:7])([CH3:4])([CH3:3])[CH3:2]. Product: [C:1]([O:5][C:6]([N:8]1[CH2:13][C@H:12]([CH2:14][O:15][CH3:16])[N:11]([CH2:17][C:18]([N:20]2[C:28]3[CH:27]=[C:26]([CH:29]4[CH2:30][CH2:31][CH2:32][CH2:33][CH2:34]4)[N:25]=[CH:24][C:23]=3[C:22]([CH3:36])([CH3:35])[CH2:21]2)=[O:19])[CH2:10][C@H:9]1[CH3:37])=[O:7])([CH3:4])([CH3:2])[CH3:3]. The catalyst class is: 50.